From a dataset of Reaction yield outcomes from USPTO patents with 853,638 reactions. Predict the reaction yield, written as a fraction of the theoretical maximum amount of product (1.0 means a 100% yield; for example, 0.34 means a 34% yield). The reactants are [F:1][C:2]1[CH:17]=[CH:16][C:5]([CH2:6][N:7]2[CH2:12][C@H:11]([CH3:13])[NH:10][CH2:9][C@@H:8]2[CH2:14][OH:15])=[CH:4][CH:3]=1.C(N(CC)CC)C.[Cl:25][C:26]1[CH:36]=[CH:35][C:29]([O:30][CH2:31][C:32](Cl)=[O:33])=[CH:28][CH:27]=1. The catalyst is C(Cl)Cl. The product is [Cl:25][C:26]1[CH:36]=[CH:35][C:29]([O:30][CH2:31][C:32]([N:10]2[CH2:9][C@H:8]([CH2:14][OH:15])[N:7]([CH2:6][C:5]3[CH:16]=[CH:17][C:2]([F:1])=[CH:3][CH:4]=3)[CH2:12][C@H:11]2[CH3:13])=[O:33])=[CH:28][CH:27]=1. The yield is 0.790.